Dataset: Catalyst prediction with 721,799 reactions and 888 catalyst types from USPTO. Task: Predict which catalyst facilitates the given reaction. Reactant: [CH:1]1[C:6]([OH:7])=[CH:5][CH:4]=[C:3]([CH3:8])[CH:2]=1.[OH-].[Na+].[CH:11](O)([OH:16])[C:12]([F:15])([F:14])[F:13]. Product: [F:13][C:12]([F:15])([F:14])[CH:11]([C:1]1[CH:2]=[C:3]([CH3:8])[CH:4]=[CH:5][C:6]=1[OH:7])[OH:16]. The catalyst class is: 6.